From a dataset of Peptide-MHC class I binding affinity with 185,985 pairs from IEDB/IMGT. Regression. Given a peptide amino acid sequence and an MHC pseudo amino acid sequence, predict their binding affinity value. This is MHC class I binding data. The peptide sequence is SNKPISNRTR. The MHC is Mamu-B8301 with pseudo-sequence Mamu-B8301. The binding affinity (normalized) is 0.496.